Dataset: Reaction yield outcomes from USPTO patents with 853,638 reactions. Task: Predict the reaction yield, written as a fraction of the theoretical maximum amount of product (1.0 means a 100% yield; for example, 0.34 means a 34% yield). The reactants are [N:1]1[CH:6]=[CH:5][N:4]=[CH:3][C:2]=1[C:7]([OH:9])=O.C(N1C=CN=C1)(N1C=CN=C1)=O.[NH2:22][C:23]1[CH:24]=[C:25]([CH:29]2[C:38]([CH3:40])([CH3:39])[CH2:37][C:36]3[C:31](=[C:32]([C:42]([OH:44])=[O:43])[CH:33]=[C:34]([Cl:41])[CH:35]=3)[NH:30]2)[CH:26]=[CH:27][CH:28]=1. The catalyst is CN(C)C=O. The product is [Cl:41][C:34]1[CH:35]=[C:36]2[C:31](=[C:32]([C:42]([OH:44])=[O:43])[CH:33]=1)[NH:30][CH:29]([C:25]1[CH:26]=[CH:27][CH:28]=[C:23]([NH:22][C:7]([C:2]3[CH:3]=[N:4][CH:5]=[CH:6][N:1]=3)=[O:9])[CH:24]=1)[C:38]([CH3:40])([CH3:39])[CH2:37]2. The yield is 0.150.